Dataset: NCI-60 drug combinations with 297,098 pairs across 59 cell lines. Task: Regression. Given two drug SMILES strings and cell line genomic features, predict the synergy score measuring deviation from expected non-interaction effect. (1) Drug 1: CC1=C2C(C(=O)C3(C(CC4C(C3C(C(C2(C)C)(CC1OC(=O)C(C(C5=CC=CC=C5)NC(=O)OC(C)(C)C)O)O)OC(=O)C6=CC=CC=C6)(CO4)OC(=O)C)OC)C)OC. Drug 2: CC1=CC=C(C=C1)C2=CC(=NN2C3=CC=C(C=C3)S(=O)(=O)N)C(F)(F)F. Cell line: HOP-92. Synergy scores: CSS=37.5, Synergy_ZIP=2.28, Synergy_Bliss=4.67, Synergy_Loewe=5.55, Synergy_HSA=7.74. (2) Drug 1: C1=CC(=CC=C1CCC2=CNC3=C2C(=O)NC(=N3)N)C(=O)NC(CCC(=O)O)C(=O)O. Drug 2: C1CN(P(=O)(OC1)NCCCl)CCCl. Cell line: LOX IMVI. Synergy scores: CSS=53.0, Synergy_ZIP=5.64, Synergy_Bliss=3.79, Synergy_Loewe=-4.03, Synergy_HSA=3.88.